Task: Predict which catalyst facilitates the given reaction.. Dataset: Catalyst prediction with 721,799 reactions and 888 catalyst types from USPTO (1) Reactant: [CH3:1][O:2][C:3]1[CH:8]=[CH:7][C:6]([N:9]([CH2:13][CH2:14][C:15]2[CH:20]=[CH:19][CH:18]=[C:17]([O:21][CH3:22])[CH:16]=2)[C:10](=O)[CH3:11])=[CH:5][CH:4]=1.[I-].[K+]. Product: [CH3:22][O:21][C:17]1[CH:16]=[C:15]2[C:20](=[CH:19][CH:18]=1)[CH:10]([CH3:11])[N:9]([C:6]1[CH:7]=[CH:8][C:3]([O:2][CH3:1])=[CH:4][CH:5]=1)[CH2:13][CH2:14]2. The catalyst class is: 286. (2) Reactant: [O:1]=[C:2]1[CH2:10][C:9]2[C:4](=[CH:5][C:6]([C:11]([C:13]3[CH:14]=[C:15]([NH:19][C:20]([C:22]4[C:23]([CH3:29])=[N:24][N:25]([CH3:28])[C:26]=4[Cl:27])=[O:21])[CH:16]=[CH:17][CH:18]=3)=[O:12])=[CH:7][CH:8]=2)[NH:3]1.[CH:30](OCC)=[O:31].[O-]CC.[Na+].Cl. Product: [OH:31][CH:30]=[C:10]1[C:9]2[C:4](=[CH:5][C:6]([C:11]([C:13]3[CH:14]=[C:15]([NH:19][C:20]([C:22]4[C:23]([CH3:29])=[N:24][N:25]([CH3:28])[C:26]=4[Cl:27])=[O:21])[CH:16]=[CH:17][CH:18]=3)=[O:12])=[CH:7][CH:8]=2)[NH:3][C:2]1=[O:1]. The catalyst class is: 8. (3) Reactant: [NH2:1][C:2]1[CH:7]=[CH:6][CH:5]=[CH:4][CH:3]=1.[CH3:8][C:9]([CH3:14])=[CH:10][C:11](Cl)=[O:12]. The catalyst class is: 22. Product: [C:2]1([NH:1][C:11](=[O:12])[CH:10]=[C:9]([CH3:14])[CH3:8])[CH:7]=[CH:6][CH:5]=[CH:4][CH:3]=1. (4) Reactant: [N+:1](/[CH:4]=[C:5](/[C:7]1[CH:12]=[CH:11][CH:10]=[CH:9][CH:8]=1)\[CH3:6])([O-:3])=[O:2].O1CCCC1.[F-].C([N+](CCCC)(CCCC)CCCC)CCC. Product: [N+:1]([CH2:4][CH:5]([C:7]1[CH:12]=[CH:11][CH:10]=[CH:9][CH:8]=1)[CH3:6])([O-:3])=[O:2]. The catalyst class is: 6. (5) Product: [F:15][C:16]1[CH:21]=[CH:20][CH:19]=[CH:18][C:17]=1[C:22]1[CH:23]=[CH:24][C:25]([C:28]2[NH:1][C:2]3[CH:3]=[C:4]([S:9]([N:12]([CH3:14])[CH3:13])(=[O:11])=[O:10])[CH:5]=[CH:6][C:7]=3[N:8]=2)=[CH:26][CH:27]=1. The catalyst class is: 3. Reactant: [NH2:1][C:2]1[CH:3]=[C:4]([S:9]([N:12]([CH3:14])[CH3:13])(=[O:11])=[O:10])[CH:5]=[CH:6][C:7]=1[NH2:8].[F:15][C:16]1[CH:21]=[CH:20][CH:19]=[CH:18][C:17]=1[C:22]1[CH:27]=[CH:26][C:25]([CH:28]=O)=[CH:24][CH:23]=1.Cl[Si](C)(C)C.